This data is from Forward reaction prediction with 1.9M reactions from USPTO patents (1976-2016). The task is: Predict the product of the given reaction. (1) Given the reactants [CH3:1][C:2]1([CH3:14])[CH2:8][CH2:7][CH2:6][O:5][C:4]2[C:9]([NH2:13])=[CH:10][CH:11]=[CH:12][C:3]1=2.Cl[C:16]1[N:21]=[C:20]([NH:22][C:23]2[CH:33]=[CH:32][CH:31]=[CH:30][C:24]=2[C:25]([NH:27][CH2:28][CH3:29])=[O:26])[C:19]([Cl:34])=[CH:18][N:17]=1, predict the reaction product. The product is: [Cl:34][C:19]1[C:20]([NH:22][C:23]2[CH:33]=[CH:32][CH:31]=[CH:30][C:24]=2[C:25]([NH:27][CH2:28][CH3:29])=[O:26])=[N:21][C:16]([NH:13][C:9]2[C:4]3[O:5][CH2:6][CH2:7][CH2:8][C:2]([CH3:14])([CH3:1])[C:3]=3[CH:12]=[CH:11][CH:10]=2)=[N:17][CH:18]=1. (2) The product is: [NH2:1][C:4]1[CH:5]=[C:6]([O:14][CH2:15][CH2:16][NH:17][S:18]([CH3:21])(=[O:19])=[O:20])[CH:7]=[C:8]([C:10]([F:13])([F:11])[F:12])[CH:9]=1. Given the reactants [N+:1]([C:4]1[CH:5]=[C:6]([O:14][CH2:15][CH2:16][NH:17][S:18]([CH3:21])(=[O:20])=[O:19])[CH:7]=[C:8]([C:10]([F:13])([F:12])[F:11])[CH:9]=1)([O-])=O, predict the reaction product. (3) The product is: [CH3:1][O:2][C:3]1[CH:4]=[C:5]([C:9]([NH:12][NH2:13])=[CH:10][CH:11]=1)[C:6]([OH:8])=[O:7]. Given the reactants [CH3:1][O:2][C:3]1[CH:4]=[C:5]([C:9]([NH2:12])=[CH:10][CH:11]=1)[C:6]([OH:8])=[O:7].[N:13]([O-])=O.[Na+].Cl[Sn]Cl.O, predict the reaction product. (4) Given the reactants [C:1]1([C:7](=[N:14][C:15]([CH3:51])([CH2:21][CH2:22][C:23]2[CH:24]=[C:25]3[C:48](=[CH:49][CH:50]=2)[C:29]2=NOC(C4C(C(F)(F)F)=C(C5C=CC=CC=5)ON=4)=[C:28]2[CH2:27][CH2:26]3)[C:16]([O:18][CH2:19][CH3:20])=[O:17])[C:8]2[CH:13]=[CH:12][CH:11]=[CH:10][CH:9]=2)[CH:6]=[CH:5][CH:4]=[CH:3][CH:2]=1.C1(C(=NC(CCC2C=C3C(=CC=2)C2[S:82][C:81]([C:87]4[O:91][N:90]=[C:89]([C:92]5[CH:97]=[CH:96][CH:95]=[CH:94][CH:93]=5)[C:88]=4[C:98]([F:101])([F:100])[F:99])=[N:80]C=2CC3)C(OCC)=O)C2C=CC=CC=2)C=CC=CC=1, predict the reaction product. The product is: [C:8]1([C:7](=[N:14][C:15]([CH3:51])([CH2:21][CH2:22][C:23]2[CH:24]=[C:25]3[C:48](=[CH:49][CH:50]=2)[C:29]2[S:82][C:81]([C:87]4[O:91][N:90]=[C:89]([C:92]5[CH:97]=[CH:96][CH:95]=[CH:94][CH:93]=5)[C:88]=4[C:98]([F:101])([F:100])[F:99])=[N:80][C:28]=2[CH2:27][CH2:26]3)[C:16]([O:18][CH2:19][CH3:20])=[O:17])[C:1]2[CH:6]=[CH:5][CH:4]=[CH:3][CH:2]=2)[CH:13]=[CH:12][CH:11]=[CH:10][CH:9]=1. (5) Given the reactants [CH3:1][O:2][C:3]1[CH:4]=[C:5]([C:9]2[N:14]=[C:13]3[N:15]([C:18]4[CH:23]=[CH:22][CH:21]=[CH:20][CH:19]=4)[N:16]=[CH:17][C:12]3=[C:11](O)[N:10]=2)[CH:6]=[CH:7][CH:8]=1.P(Cl)(Cl)([Cl:27])=O, predict the reaction product. The product is: [Cl:27][C:11]1[N:10]=[C:9]([C:5]2[CH:6]=[CH:7][CH:8]=[C:3]([O:2][CH3:1])[CH:4]=2)[N:14]=[C:13]2[N:15]([C:18]3[CH:23]=[CH:22][CH:21]=[CH:20][CH:19]=3)[N:16]=[CH:17][C:12]=12. (6) Given the reactants Cl.Cl.[NH:3]1[C:11]2[C:6](=[CH:7][C:8]([C@H:12]([NH2:14])[CH3:13])=[CH:9][CH:10]=2)[CH:5]=[N:4]1.[F:15][C:16]([F:34])([F:33])[C:17]([C:20]1[CH:29]=[CH:28][C:27]2[CH2:26][C@@H:25]([C:30](O)=[O:31])[CH2:24][CH2:23][C:22]=2[N:21]=1)([CH3:19])[CH3:18].C(N(CC)C(C)C)(C)C.F[P-](F)(F)(F)(F)F.C[N+](C)=C(N(C)C)ON1C2N=CC=CC=2N=N1, predict the reaction product. The product is: [NH:3]1[C:11]2[C:6](=[CH:7][C:8]([C@H:12]([NH:14][C:30]([CH:25]3[CH2:24][CH2:23][C:22]4[N:21]=[C:20]([C:17]([CH3:19])([CH3:18])[C:16]([F:34])([F:33])[F:15])[CH:29]=[CH:28][C:27]=4[CH2:26]3)=[O:31])[CH3:13])=[CH:9][CH:10]=2)[CH:5]=[N:4]1.